Dataset: Catalyst prediction with 721,799 reactions and 888 catalyst types from USPTO. Task: Predict which catalyst facilitates the given reaction. (1) Product: [CH2:20]([N:13]1[C:14]2[CH2:18][C:17](=[O:19])[CH2:16][C:15]=2[C:11]([C:9]([NH2:27])=[O:8])=[N:12]1)[C:21]1[CH:26]=[CH:25][CH:24]=[CH:23][CH:22]=1. Reactant: O=C1CCC(=O)N1[O:8][C:9]([C:11]1[C:15]2[CH2:16][C:17](=[O:19])[CH2:18][C:14]=2[N:13]([CH2:20][C:21]2[CH:26]=[CH:25][CH:24]=[CH:23][CH:22]=2)[N:12]=1)=O.[NH4+:27].[OH-]. The catalyst class is: 12. (2) Reactant: [C:1]1([C:11]2[CH:12]([C:18]3[CH:23]=[CH:22][N:21]=[CH:20][CH:19]=3)[CH2:13][C:14](=[O:17])[NH:15][N:16]=2)[C:10]2[C:5](=[CH:6][CH:7]=[CH:8][CH:9]=2)[CH:4]=[CH:3][CH:2]=1.BrBr. Product: [C:1]1([C:11]2[N:16]=[N:15][C:14]([OH:17])=[CH:13][C:12]=2[C:18]2[CH:19]=[CH:20][N:21]=[CH:22][CH:23]=2)[C:10]2[C:5](=[CH:6][CH:7]=[CH:8][CH:9]=2)[CH:4]=[CH:3][CH:2]=1. The catalyst class is: 15. (3) Reactant: [CH3:1][O:2][C:3]1[CH:8]=[CH:7][NH:6][C:5](=[O:9])[C:4]=1[C:10]#[N:11].[I:12]N1C(=O)CCC1=O. Product: [I:12][C:8]1[C:3]([O:2][CH3:1])=[C:4]([C:10]#[N:11])[C:5](=[O:9])[NH:6][CH:7]=1. The catalyst class is: 9. (4) Reactant: C(NC(C)C)(C)C.C([Li])CCC.[CH2:13]([SnH:17]([CH2:22][CH2:23][CH2:24][CH3:25])[CH2:18][CH2:19][CH2:20][CH3:21])[CH2:14][CH2:15][CH3:16].[CH2:26]([O:28][CH2:29]Cl)[CH3:27]. Product: [CH2:22]([Sn:17]([CH2:13][CH2:14][CH2:15][CH3:16])([CH2:18][CH2:19][CH2:20][CH3:21])[CH2:29][O:28][CH2:26][CH3:27])[CH2:23][CH2:24][CH3:25]. The catalyst class is: 469. (5) Reactant: [Cl:1][C:2]1[CH:3]=[CH:4][CH:5]=[C:6]2[C:10]=1[NH:9][CH:8]=[C:7]2[CH:11]1[CH2:16][CH2:15][N:14](C(OC(C)(C)C)=O)[CH2:13][CH2:12]1.C(N(C(C)C)CC)(C)C. Product: [Cl:1][C:2]1[CH:3]=[CH:4][CH:5]=[C:6]2[C:10]=1[NH:9][CH:8]=[C:7]2[CH:11]1[CH2:16][CH2:15][NH:14][CH2:13][CH2:12]1. The catalyst class is: 468.